Dataset: hERG Central: cardiac toxicity at 1µM, 10µM, and general inhibition. Task: Predict hERG channel inhibition at various concentrations. (1) The drug is O=C(Nc1ccc(F)cc1)c1ccc(Br)c(S(=O)(=O)N2CCOCC2)c1. Results: hERG_inhib (hERG inhibition (general)): blocker. (2) The molecule is O=C(Nc1ccc(F)c(Cl)c1)C1CCCN(C2=NS(=O)(=O)c3ccccc32)C1. Results: hERG_inhib (hERG inhibition (general)): blocker.